This data is from Forward reaction prediction with 1.9M reactions from USPTO patents (1976-2016). The task is: Predict the product of the given reaction. (1) The product is: [Cl:34][C:11]1[C:10]2[C:5](=[C:6]([F:14])[CH:7]=[CH:8][CH:9]=2)[N:4]=[C:3]([C:2]([F:22])([F:1])[C:15]2[CH:20]=[CH:19][C:18]([F:21])=[CH:17][N:16]=2)[N:12]=1. Given the reactants [F:1][C:2]([F:22])([C:15]1[CH:20]=[CH:19][C:18]([F:21])=[CH:17][N:16]=1)[C:3]1[NH:12][C:11](=O)[C:10]2[C:5](=[C:6]([F:14])[CH:7]=[CH:8][CH:9]=2)[N:4]=1.CCN(C(C)C)C(C)C.P(Cl)(Cl)([Cl:34])=O, predict the reaction product. (2) Given the reactants [CH3:1][O:2][C:3]1[CH:4]=[C:5]2[C:10](=[CH:11][C:12]=1[O:13][CH3:14])[N:9]=[CH:8][CH:7]=[C:6]2[O:15][C:16]1[C:22]([CH3:23])=[CH:21][C:19]([NH2:20])=[C:18]([CH3:24])[CH:17]=1.Cl[C:26](Cl)([O:28][C:29](=[O:35])OC(Cl)(Cl)Cl)Cl.[CH:37]1(O)[CH2:41]C[CH2:39][CH2:38]1.C(=O)(O)[O-].[Na+], predict the reaction product. The product is: [CH3:1][O:2][C:3]1[CH:4]=[C:5]2[C:10](=[CH:11][C:12]=1[O:13][CH3:14])[N:9]=[CH:8][CH:7]=[C:6]2[O:15][C:16]1[C:22]([CH3:23])=[CH:21][C:19]([NH:20][C:29](=[O:35])[O:28][CH:26]2[CH2:39][CH2:38][CH2:37][CH2:41]2)=[C:18]([CH3:24])[CH:17]=1.